Dataset: Forward reaction prediction with 1.9M reactions from USPTO patents (1976-2016). Task: Predict the product of the given reaction. (1) Given the reactants [CH3:1][CH:2]1[CH2:6][CH2:5][CH2:4][NH:3]1.[OH-].[Na+].Br[CH2:10][CH2:11][CH2:12][Cl:13], predict the reaction product. The product is: [Cl:13][CH2:12][CH2:11][CH2:10][N:3]1[CH2:4][CH2:5][CH2:6][CH:2]1[CH3:1]. (2) Given the reactants O=[C:2]1[CH2:7][CH2:6][N:5]([C:8]2[CH:13]=[CH:12][C:11]([NH:14][S:15]([CH2:18][CH2:19][CH2:20][CH2:21][CH2:22][CH2:23][CH2:24][CH3:25])(=[O:17])=[O:16])=[CH:10][CH:9]=2)[CH2:4][CH2:3]1.C([O:33][C:34]1[CH:39]=[CH:38][C:37]([CH:40]([OH:57])[CH2:41][N:42](CC2C=CC=CC=2)CC2C=CC=CC=2)=[CH:36][C:35]=1[NH:58][S:59]([CH3:62])(=[O:61])=[O:60])C1C=CC=CC=1, predict the reaction product. The product is: [OH:57][CH:40]([C:37]1[CH:38]=[CH:39][C:34]([OH:33])=[C:35]([NH:58][S:59]([CH3:62])(=[O:61])=[O:60])[CH:36]=1)[CH2:41][NH:42][CH:2]1[CH2:7][CH2:6][N:5]([C:8]2[CH:13]=[CH:12][C:11]([NH:14][S:15]([CH2:18][CH2:19][CH2:20][CH2:21][CH2:22][CH2:23][CH2:24][CH3:25])(=[O:17])=[O:16])=[CH:10][CH:9]=2)[CH2:4][CH2:3]1.